From a dataset of Kir2.1 potassium channel HTS with 301,493 compounds. Binary Classification. Given a drug SMILES string, predict its activity (active/inactive) in a high-throughput screening assay against a specified biological target. (1) The compound is S(=O)(=O)(NC(C)(C)C)c1c(c(sc1C(OC)=O)C(F)(F)F)c1ccccc1. The result is 0 (inactive). (2) The drug is O=c1n(NC(=O)COc2ccccc2)c(nc2c1cccc2)c1ccccc1. The result is 0 (inactive). (3) The compound is O(CC(=O)Nc1c(OC)cc(OC)cc1)C(=O)c1c(onc1C)C. The result is 0 (inactive).